Predict the reaction yield, written as a fraction of the theoretical maximum amount of product (1.0 means a 100% yield; for example, 0.34 means a 34% yield). From a dataset of Reaction yield outcomes from USPTO patents with 853,638 reactions. The reactants are [Cl:1][C:2]1[CH:7]=[CH:6][C:5]([C:8]2[S:9][CH:10]=[C:11]([C:13]3([CH2:20][NH2:21])[CH2:18][CH2:17][N:16]([CH3:19])[CH2:15][CH2:14]3)[N:12]=2)=[CH:4][CH:3]=1.[F:22][C:23]([F:39])([F:38])[C:24]1[O:28][N:27]=[C:26]([C:29]2[CH:30]=[C:31]([CH:35]=[CH:36][CH:37]=2)[C:32](O)=[O:33])[N:25]=1. No catalyst specified. The product is [Cl:1][C:2]1[CH:7]=[CH:6][C:5]([C:8]2[S:9][CH:10]=[C:11]([C:13]3([CH2:20][NH:21][C:32](=[O:33])[C:31]4[CH:35]=[CH:36][CH:37]=[C:29]([C:26]5[N:25]=[C:24]([C:23]([F:39])([F:38])[F:22])[O:28][N:27]=5)[CH:30]=4)[CH2:14][CH2:15][N:16]([CH3:19])[CH2:17][CH2:18]3)[N:12]=2)=[CH:4][CH:3]=1. The yield is 0.230.